This data is from Forward reaction prediction with 1.9M reactions from USPTO patents (1976-2016). The task is: Predict the product of the given reaction. Given the reactants [F:1][CH:2]([F:18])[CH2:3][N:4]1[CH2:10][CH2:9][C:8]2[CH:11]=[C:12]([NH2:17])[C:13]([O:15][CH3:16])=[CH:14][C:7]=2[CH2:6][CH2:5]1.Cl[C:20]1[N:25]=[C:24]([NH:26][C:27]2[CH:32]=[CH:31][CH:30]=[CH:29][C:28]=2[N:33]2[CH:37]=[CH:36][CH:35]=[N:34]2)[C:23]([Cl:38])=[CH:22][N:21]=1, predict the reaction product. The product is: [Cl:38][C:23]1[C:24]([NH:26][C:27]2[CH:32]=[CH:31][CH:30]=[CH:29][C:28]=2[N:33]2[CH:37]=[CH:36][CH:35]=[N:34]2)=[N:25][C:20]([NH:17][C:12]2[C:13]([O:15][CH3:16])=[CH:14][C:7]3[CH2:6][CH2:5][N:4]([CH2:3][CH:2]([F:1])[F:18])[CH2:10][CH2:9][C:8]=3[CH:11]=2)=[N:21][CH:22]=1.